Dataset: Full USPTO retrosynthesis dataset with 1.9M reactions from patents (1976-2016). Task: Predict the reactants needed to synthesize the given product. (1) Given the product [F:1][C:2]1[CH:3]=[C:4]([CH:7]=[CH:8][C:9]=1[O:18][C:14]1[CH:15]=[CH:16][CH:17]=[C:12]([F:11])[CH:13]=1)[C:5]([OH:6])=[O:20], predict the reactants needed to synthesize it. The reactants are: [F:1][C:2]1[CH:3]=[C:4]([CH:7]=[CH:8][C:9]=1F)[CH:5]=[O:6].[F:11][C:12]1[CH:13]=[C:14]([OH:18])[CH:15]=[CH:16][CH:17]=1.C(=O)([O-])[O-:20].[K+].[K+].CC(=CC)C.P([O-])(O)(O)=O.[K+].Cl[O-].[Na+]. (2) Given the product [N:20]1[C:25]([CH2:26][N:1]2[CH:2]([C:10]3[C:15]([O:16][CH3:17])=[CH:14][CH:13]=[CH:12][C:11]=3[O:18][CH3:19])[CH2:3][CH2:4][CH2:5][C:6]2=[O:8])=[CH:24][CH:23]=[CH:22][C:21]=1[C:28]1[CH:33]=[CH:32][CH:31]=[CH:30][N:29]=1, predict the reactants needed to synthesize it. The reactants are: [NH2:1][CH:2]([C:10]1[C:15]([O:16][CH3:17])=[CH:14][CH:13]=[CH:12][C:11]=1[O:18][CH3:19])[CH2:3][CH2:4][CH2:5][C:6]([O:8]C)=O.[N:20]1[C:25]([CH:26]=O)=[CH:24][CH:23]=[CH:22][C:21]=1[C:28]1[CH:33]=[CH:32][CH:31]=[CH:30][N:29]=1. (3) Given the product [C:20]1([CH2:26][CH2:27][CH2:28][CH2:29][O:30][C:11](=[O:12])[NH:10][C:8](=[O:9])[C:7]([C:1]2[CH:2]=[CH:3][CH:4]=[CH:5][CH:6]=2)([C:14]2[CH:19]=[CH:18][CH:17]=[CH:16][CH:15]=2)[CH3:13])[CH:25]=[CH:24][CH:23]=[CH:22][CH:21]=1, predict the reactants needed to synthesize it. The reactants are: [C:1]1([C:7]([C:14]2[CH:19]=[CH:18][CH:17]=[CH:16][CH:15]=2)([CH3:13])[C:8]([N:10]=[C:11]=[O:12])=[O:9])[CH:6]=[CH:5][CH:4]=[CH:3][CH:2]=1.[C:20]1([CH2:26][CH2:27][CH2:28][CH2:29][OH:30])[CH:25]=[CH:24][CH:23]=[CH:22][CH:21]=1. (4) Given the product [OH:2][C:3]1[CH:4]=[C:5]([CH:9]([CH3:13])[C:10]([OH:12])=[O:11])[CH:6]=[CH:7][CH:8]=1, predict the reactants needed to synthesize it. The reactants are: C[O:2][C:3]1[CH:4]=[C:5]([CH:9]([CH3:13])[C:10]([OH:12])=[O:11])[CH:6]=[CH:7][CH:8]=1. (5) Given the product [CH3:4][NH2+:5][CH3:6].[C:7]([O-:12])(=[O:11])[CH:8]([CH3:10])[OH:9], predict the reactants needed to synthesize it. The reactants are: C(=O)=O.[CH3:4][NH:5][CH3:6].[C:7]([OH:12])(=[O:11])[CH:8]([CH3:10])[OH:9]. (6) Given the product [C:1]([O:5][C:6]([NH:8][C@H:9]([C:28](=[O:35])[N:29]1[CH2:30][CH2:31][CH2:32][CH2:33][CH2:34]1)[CH2:10][C:11]1[CH:12]=[C:13]([CH2:17][CH2:18][CH2:19][CH2:20][C:21]([O:23][C:24]([CH3:27])([CH3:25])[CH3:26])=[O:22])[CH:14]=[CH:15][CH:16]=1)=[O:7])([CH3:2])([CH3:3])[CH3:4], predict the reactants needed to synthesize it. The reactants are: [C:1]([O:5][C:6]([NH:8][C@H:9]([C:28](=[O:35])[N:29]1[CH2:34][CH2:33][CH2:32][CH2:31][CH2:30]1)[CH2:10][C:11]1[CH:12]=[C:13]([C:17]#[C:18][CH2:19][CH2:20][C:21]([O:23][C:24]([CH3:27])([CH3:26])[CH3:25])=[O:22])[CH:14]=[CH:15][CH:16]=1)=[O:7])([CH3:4])([CH3:3])[CH3:2]. (7) The reactants are: Cl[C:2]1[CH:23]=[CH:22][C:5]([C:6]([NH:8][C:9]2[CH:14]=[CH:13][C:12]([Cl:15])=[C:11]([C:16]3[CH:21]=[CH:20][CH:19]=[CH:18][N:17]=3)[CH:10]=2)=[O:7])=[C:4]([CH3:24])[N:3]=1.[CH3:25][C@@H:26]([OH:29])[CH2:27][NH2:28]. Given the product [Cl:15][C:12]1[CH:13]=[CH:14][C:9]([NH:8][C:6](=[O:7])[C:5]2[CH:22]=[CH:23][C:2]([NH:28][CH2:27][C@H:26]([OH:29])[CH3:25])=[N:3][C:4]=2[CH3:24])=[CH:10][C:11]=1[C:16]1[CH:21]=[CH:20][CH:19]=[CH:18][N:17]=1, predict the reactants needed to synthesize it. (8) Given the product [Cl:1][C:2]1[CH:3]=[C:4]([C:10]2[CH:14]=[CH:13][N:12]([CH2:15][C@@H:16]([NH:18][C:19]([C:21]3[N:22]=[C:23]([CH3:26])[N:24]([CH2:29][CH:28]([F:31])[F:27])[CH:25]=3)=[O:20])[CH3:17])[N:11]=2)[CH:5]=[CH:6][C:7]=1[C:8]#[N:9], predict the reactants needed to synthesize it. The reactants are: [Cl:1][C:2]1[CH:3]=[C:4]([C:10]2[CH:14]=[CH:13][N:12]([CH2:15][C@@H:16]([NH:18][C:19]([C:21]3[N:22]=[C:23]([CH3:26])[NH:24][CH:25]=3)=[O:20])[CH3:17])[N:11]=2)[CH:5]=[CH:6][C:7]=1[C:8]#[N:9].[F:27][CH:28]([F:31])[CH2:29]I.C(=O)([O-])[O-].[Cs+].[Cs+].C1COCC1. (9) Given the product [Cl:1][C:2]1[CH:7]=[CH:6][C:5]([N:8]([CH2:13][C:14](=[CH2:18])[CH2:15][CH2:16][N:44]=[N+:45]=[N-:46])[S:9]([CH3:12])(=[O:11])=[O:10])=[C:4]([I:19])[CH:3]=1, predict the reactants needed to synthesize it. The reactants are: [Cl:1][C:2]1[CH:7]=[CH:6][C:5]([N:8]([CH2:13][C:14](=[CH2:18])[CH2:15][CH2:16]O)[S:9]([CH3:12])(=[O:11])=[O:10])=[C:4]([I:19])[CH:3]=1.C1(P(C2C=CC=CC=2)C2C=CC=CC=2)C=CC=CC=1.C(Br)(Br)(Br)Br.[N-:44]=[N+:45]=[N-:46].[Na+].